Dataset: Full USPTO retrosynthesis dataset with 1.9M reactions from patents (1976-2016). Task: Predict the reactants needed to synthesize the given product. (1) Given the product [C:11]1([C:20]2[CH:21]=[CH:22][CH:23]=[CH:24][CH:25]=2)[CH:12]=[CH:13][C:14]([C:17]([N:5]2[CH2:6][C@H:2]([OH:1])[CH2:3][C@H:4]2[C:7]([OH:9])=[O:8])=[O:18])=[CH:15][CH:16]=1, predict the reactants needed to synthesize it. The reactants are: [OH:1][CH:2]1[CH2:6][NH:5][C@H:4]([C:7]([OH:9])=[O:8])[CH2:3]1.O.[C:11]1([C:20]2[CH:25]=[CH:24][CH:23]=[CH:22][CH:21]=2)[CH:16]=[CH:15][C:14]([C:17](Cl)=[O:18])=[CH:13][CH:12]=1. (2) Given the product [Cl:7][C:8]1[C:16]2[N:15]=[C:14]3[N:17]([C:21]4[CH:26]=[CH:25][C:24]([Cl:27])=[CH:23][C:22]=4[Cl:28])[CH2:18][CH2:19][CH2:20][N:13]3[C:12]=2[C:11]([CH:29]([CH2:1][CH3:2])[C:30]#[N:31])=[CH:10][CH:9]=1, predict the reactants needed to synthesize it. The reactants are: [CH3:1][C:2](C)([O-])C.[K+].[Cl:7][C:8]1[C:16]2[N:15]=[C:14]3[N:17]([C:21]4[CH:26]=[CH:25][C:24]([Cl:27])=[CH:23][C:22]=4[Cl:28])[CH2:18][CH2:19][CH2:20][N:13]3[C:12]=2[C:11]([CH2:29][C:30]#[N:31])=[CH:10][CH:9]=1.C(I)C.